Dataset: Reaction yield outcomes from USPTO patents with 853,638 reactions. Task: Predict the reaction yield, written as a fraction of the theoretical maximum amount of product (1.0 means a 100% yield; for example, 0.34 means a 34% yield). (1) The reactants are Cl[C:2]1[CH:7]=[C:6]([C:8]#[N:9])[CH:5]=[CH:4][N:3]=1.[C:10]1(OB(O)O)[CH:15]=[CH:14][CH:13]=[CH:12][CH:11]=1.C(=O)([O-])[O-].[K+].[K+].[C:26](OC)(=[O:34])[C:27]1[C:28](=[CH:30][CH:31]=[CH:32][CH:33]=1)[SH:29].C(N(CC)CC)C. The catalyst is C1(C)C(CCO)=CC=CC=1.O.C1(C)C=CC=CC=1.C1C=CC([P]([Pd]([P](C2C=CC=CC=2)(C2C=CC=CC=2)C2C=CC=CC=2)([P](C2C=CC=CC=2)(C2C=CC=CC=2)C2C=CC=CC=2)[P](C2C=CC=CC=2)(C2C=CC=CC=2)C2C=CC=CC=2)(C2C=CC=CC=2)C2C=CC=CC=2)=CC=1.C(OCC)(=O)C.O. The product is [C:10]1([C:2]2[CH:7]=[C:6]([C:8]3[S:29][C:28]4[CH:30]=[CH:31][CH:32]=[CH:33][C:27]=4[C:26](=[O:34])[N:9]=3)[CH:5]=[CH:4][N:3]=2)[CH:15]=[CH:14][CH:13]=[CH:12][CH:11]=1. The yield is 0.270. (2) The reactants are [NH2:1][C:2]1[CH:3]=[N:4][CH:5]=[CH:6][C:7]=1[C:8](=[O:15])[C:9]1[CH:14]=[CH:13][CH:12]=[CH:11][CH:10]=1.C(N(C(C)C)C(C)C)C.[F:25][C:26]([F:44])([F:43])[C:27]1[CH:28]=[C:29]([C:37]([CH3:42])([CH3:41])[C:38](Cl)=[O:39])[CH:30]=[C:31]([C:33]([F:36])([F:35])[F:34])[CH:32]=1.O. The catalyst is ClCCl. The product is [C:8]([C:7]1[CH:6]=[CH:5][N:4]=[CH:3][C:2]=1[NH:1][C:38](=[O:39])[C:37]([C:29]1[CH:28]=[C:27]([C:26]([F:25])([F:43])[F:44])[CH:32]=[C:31]([C:33]([F:34])([F:35])[F:36])[CH:30]=1)([CH3:42])[CH3:41])(=[O:15])[C:9]1[CH:14]=[CH:13][CH:12]=[CH:11][CH:10]=1. The yield is 0.240. (3) The reactants are [C:1]([C:9]1[CH:17]=[CH:16][C:12]([C:13]([OH:15])=[O:14])=[CH:11][CH:10]=1)(=[O:8])[C:2]1[CH:7]=[CH:6][CH:5]=[CH:4][CH:3]=1.S(Cl)(Cl)=O.[CH3:22]O. No catalyst specified. The product is [C:2]1([C:1]([C:9]2[CH:10]=[CH:11][C:12]([C:13]([O:15][CH3:22])=[O:14])=[CH:16][CH:17]=2)=[O:8])[CH:3]=[CH:4][CH:5]=[CH:6][CH:7]=1. The yield is 0.640. (4) The reactants are [F:1][C:2]1[CH:3]=[C:4]2[C:10]([C:11]([O:13][CH3:14])=[O:12])=[N:9][NH:8][C:5]2=[N:6][CH:7]=1.[Br:15][C:16]1[CH:17]=[C:18](B(O)O)[CH:19]=[CH:20][CH:21]=1. No catalyst specified. The product is [Br:15][C:16]1[CH:21]=[C:20]([N:8]2[C:5]3=[N:6][CH:7]=[C:2]([F:1])[CH:3]=[C:4]3[C:10]([C:11]([O:13][CH3:14])=[O:12])=[N:9]2)[CH:19]=[CH:18][CH:17]=1. The yield is 0.450.